Dataset: Reaction yield outcomes from USPTO patents with 853,638 reactions. Task: Predict the reaction yield, written as a fraction of the theoretical maximum amount of product (1.0 means a 100% yield; for example, 0.34 means a 34% yield). (1) The reactants are O=[C:2]1[C:11]2[C:6](=[CH:7][CH:8]=[CH:9][CH:10]=2)[O:5][CH2:4][C:3]1=[CH:12][C:13]1[CH:22]=[CH:21][C:16]([C:17]([O:19][CH3:20])=[O:18])=[CH:15][CH:14]=1. The catalyst is CO.CC(N(C)C)=O.[Pd]. The yield is 0.590. The product is [O:5]1[C:6]2[C:11](=[CH:10][CH:9]=[CH:8][CH:7]=2)[CH2:2][CH:3]([CH2:12][C:13]2[CH:14]=[CH:15][C:16]([C:17]([O:19][CH3:20])=[O:18])=[CH:21][CH:22]=2)[CH2:4]1. (2) The reactants are [CH3:1][O:2][C:3]1[C:9]([CH2:10][CH2:11][N:12]2[CH2:17][CH2:16][N:15]([C:18]3[CH:27]=[CH:26][CH:25]=[C:24]4[C:19]=3[CH:20]=[CH:21][C:22]([CH3:28])=[N:23]4)[CH2:14][CH2:13]2)=[CH:8][CH:7]=[CH:6][C:4]=1[NH2:5].[C:29]([Cl:32])(=[O:31])[CH3:30]. No catalyst specified. The product is [ClH:32].[ClH:32].[CH3:1][O:2][C:3]1[C:9]([CH2:10][CH2:11][N:12]2[CH2:13][CH2:14][N:15]([C:18]3[CH:27]=[CH:26][CH:25]=[C:24]4[C:19]=3[CH:20]=[CH:21][C:22]([CH3:28])=[N:23]4)[CH2:16][CH2:17]2)=[CH:8][CH:7]=[CH:6][C:4]=1[NH:5][C:29](=[O:31])[CH3:30]. The yield is 0.420. (3) The reactants are [Br:1][C:2]1[CH:10]=[C:6]([C:7]([OH:9])=O)[C:5]([OH:11])=[CH:4][CH:3]=1.[N+:12]([C:15]1[CH:21]=[CH:20][C:18]([NH2:19])=[CH:17][C:16]=1[C:22]([F:25])([F:24])[F:23])([O-:14])=[O:13]. The product is [Br:1][C:2]1[CH:3]=[CH:4][C:5]([OH:11])=[C:6]([CH:10]=1)[C:7]([NH:19][C:18]1[CH:20]=[CH:21][C:15]([N+:12]([O-:14])=[O:13])=[C:16]([C:22]([F:23])([F:24])[F:25])[CH:17]=1)=[O:9]. No catalyst specified. The yield is 0.497. (4) The reactants are Cl[C:2]1[C:7]([C:8]#[N:9])=[CH:6][CH:5]=[CH:4][N:3]=1.[F:10][C:11]([F:23])([F:22])[O:12][C:13]1[CH:18]=[CH:17][CH:16]=[CH:15][C:14]=1B(O)O. No catalyst specified. The product is [F:10][C:11]([F:22])([F:23])[O:12][C:13]1[CH:18]=[CH:17][C:16]([C:2]2[N:3]=[CH:4][CH:5]=[CH:6][C:7]=2[C:8]#[N:9])=[CH:15][CH:14]=1. The yield is 0.710.